Dataset: Full USPTO retrosynthesis dataset with 1.9M reactions from patents (1976-2016). Task: Predict the reactants needed to synthesize the given product. (1) Given the product [Cl:21][C:20]1[C:14]2[O:13][C:12]([CH2:8][CH2:9][C:10]#[C:11][C:2]3[CH:7]=[CH:6][CH:5]=[CH:4][N:3]=3)=[N:16][C:15]=2[CH:17]=[C:18]([F:22])[CH:19]=1, predict the reactants needed to synthesize it. The reactants are: Br[C:2]1[CH:7]=[CH:6][CH:5]=[CH:4][N:3]=1.[CH2:8]([C:12]1[O:13][C:14]2[C:20]([Cl:21])=[CH:19][C:18]([F:22])=[CH:17][C:15]=2[N:16]=1)[CH2:9][C:10]#[CH:11]. (2) Given the product [O:54]=[S:53]1(=[O:56])[C:36]2[C:27]([CH2:26][N:19]([C:20](=[O:25])[C:21]([F:23])([F:22])[F:24])[C:17]3[CH:16]=[CH:15][C:14]([CH2:46][CH2:47][C:48]([O:50][CH2:51][CH3:52])=[O:49])=[C:13]([F:12])[CH:18]=3)=[CH:28][CH:29]=[CH:30][C:31]=2[N:32]([CH2:37][CH2:38][O:39][C:40]2[CH:45]=[CH:44][CH:43]=[CH:42][CH:41]=2)[CH2:33][CH2:34]1, predict the reactants needed to synthesize it. The reactants are: ClC1C=CC=C(C(OO)=O)C=1.[F:12][C:13]1[CH:18]=[C:17]([N:19]([CH2:26][C:27]2[C:36]3S[CH2:34][CH2:33][N:32]([CH2:37][CH2:38][O:39][C:40]4[CH:45]=[CH:44][CH:43]=[CH:42][CH:41]=4)[C:31]=3[CH:30]=[CH:29][CH:28]=2)[C:20](=[O:25])[C:21]([F:24])([F:23])[F:22])[CH:16]=[CH:15][C:14]=1[CH2:46][CH2:47][C:48]([O:50][CH2:51][CH3:52])=[O:49].[S:53]([O-:56])(O)=[O:54].[Na+]. (3) Given the product [Cl:16][C:17]1[CH:18]=[C:19]([C:24]2[N:25]=[C:26]([NH:29][N:30]=[C:11]([CH2:10][C:5]3[CH:6]=[CH:7][CH:8]=[CH:9][C:4]=3[N+:1]([O-:3])=[O:2])[C:12]([OH:14])=[O:13])[S:27][CH:28]=2)[CH:20]=[CH:21][C:22]=1[Cl:23], predict the reactants needed to synthesize it. The reactants are: [N+:1]([C:4]1[CH:9]=[CH:8][CH:7]=[CH:6][C:5]=1[CH2:10][C:11](=O)[C:12]([OH:14])=[O:13])([O-:3])=[O:2].[Cl:16][C:17]1[CH:18]=[C:19]([C:24]2[N:25]=[C:26]([NH:29][NH2:30])[S:27][CH:28]=2)[CH:20]=[CH:21][C:22]=1[Cl:23]. (4) Given the product [CH2:1]([S:3]([N:6]1[C:18]2[CH2:17][CH2:16][CH:15]([CH:19]3[CH2:24][CH2:23][O:22][CH2:21][CH2:20]3)[CH2:14][C:13]=2[C:12]2[C:7]1=[CH:8][CH:9]=[C:10]([C:25]([N:28]1[CH2:32][CH2:31][C@H:30]([OH:33])[CH2:29]1)=[O:27])[CH:11]=2)(=[O:4])=[O:5])[CH3:2], predict the reactants needed to synthesize it. The reactants are: [CH2:1]([S:3]([N:6]1[C:18]2[CH2:17][CH2:16][CH:15]([CH:19]3[CH2:24][CH2:23][O:22][CH2:21][CH2:20]3)[CH2:14][C:13]=2[C:12]2[C:7]1=[CH:8][CH:9]=[C:10]([C:25]([OH:27])=O)[CH:11]=2)(=[O:5])=[O:4])[CH3:2].[NH:28]1[CH2:32][CH2:31][C@H:30]([OH:33])[CH2:29]1.C(N(C(C)C)C(C)C)C.CN(C(ON1N=NC2C=CC=NC1=2)=[N+](C)C)C.F[P-](F)(F)(F)(F)F. (5) Given the product [CH:1]1([N:5]2[CH2:6][CH2:7][CH:8]([NH:11][CH3:12])[CH2:9][CH2:10]2)[CH2:4][CH2:3][CH2:2]1, predict the reactants needed to synthesize it. The reactants are: [CH:1]1([N:5]2[CH2:10][CH2:9][CH:8]([NH:11][C:12](=O)OC(C)(C)C)[CH2:7][CH2:6]2)[CH2:4][CH2:3][CH2:2]1.[H-].[H-].[H-].[H-].[Li+].[Al+3].O.[OH-].[Na+]. (6) The reactants are: F[C:2]1[C:7](=[O:8])[N:6]([CH3:9])[C:5]([C:10]#[N:11])=[CH:4][CH:3]=1.Cl.[NH2:13][C@H:14]([C:16]1[C:17](=[O:27])[NH:18][C:19]2[C:24]([CH:25]=1)=[CH:23][C:22]([Cl:26])=[CH:21][CH:20]=2)[CH3:15].C(N(CC)C(C)C)(C)C. Given the product [Cl:26][C:22]1[CH:23]=[C:24]2[C:19](=[CH:20][CH:21]=1)[NH:18][C:17](=[O:27])[C:16]([C@@H:14]([NH:13][C:2]1[C:7](=[O:8])[N:6]([CH3:9])[C:5]([C:10]#[N:11])=[CH:4][CH:3]=1)[CH3:15])=[CH:25]2, predict the reactants needed to synthesize it. (7) Given the product [CH3:12][C:5]1[C:4]([CH3:13])=[C:3]([CH2:2][O:1][C:14]2[CH:19]=[CH:18][CH:17]=[CH:16][CH:15]=2)[CH:10]=[C:9]([CH3:11])[C:6]=1[CH:7]=[O:8], predict the reactants needed to synthesize it. The reactants are: [OH:1][CH2:2][C:3]1[CH:10]=[C:9]([CH3:11])[C:6]([CH:7]=[O:8])=[C:5]([CH3:12])[C:4]=1[CH3:13].[C:14]1(O)[CH:19]=[CH:18][CH:17]=[CH:16][CH:15]=1.C1(P(C2C=CC=CC=2)C2C=CC=CC=2)C=CC=CC=1.N(C(OCC)=O)=NC(OCC)=O. (8) Given the product [CH3:2][O:3][C:4](=[O:7])[CH2:5][N:6]([CH2:24][CH:20]=[CH2:21])[CH2:15][CH:16]=[CH2:17], predict the reactants needed to synthesize it. The reactants are: Cl.[CH3:2][O:3][C:4](=[O:7])[CH2:5][NH2:6].C(N(CC)CC)C.[CH2:15](Br)[CH:16]=[CH2:17].Cl.[CH2:20]1[CH2:24]OC[CH2:21]1. (9) Given the product [Si:1]([O:8][CH2:9][C:10]1[C:18]2[O:17][N:16]=[C:15]([CH2:19][CH2:20][CH:21]3[CH2:26][CH2:25][N:24]([C:27]([O:29][C:30]([CH3:31])([CH3:32])[CH3:33])=[O:28])[CH2:23][CH2:22]3)[C:14]=2[CH:13]=[CH:12][C:11]=1[CH:42]=[CH2:43])([C:4]([CH3:6])([CH3:7])[CH3:5])([CH3:3])[CH3:2], predict the reactants needed to synthesize it. The reactants are: [Si:1]([O:8][CH2:9][C:10]1[C:18]2[O:17][N:16]=[C:15]([CH2:19][CH2:20][CH:21]3[CH2:26][CH2:25][N:24]([C:27]([O:29][C:30]([CH3:33])([CH3:32])[CH3:31])=[O:28])[CH2:23][CH2:22]3)[C:14]=2[CH:13]=[CH:12][C:11]=1OS(C(F)(F)F)(=O)=O)([C:4]([CH3:7])([CH3:6])[CH3:5])([CH3:3])[CH3:2].[CH2:42](C([Sn])=C(CCCC)CCCC)[CH2:43]CC.[Cl-].[Li+].CN1CCCC1=O. (10) Given the product [CH:21]1([C:19]#[C:20][C:2]2[CH:3]=[C:4]([CH:8]([OH:18])[CH2:9][CH2:10][NH:11][C:12](=[O:17])[C:13]([F:16])([F:15])[F:14])[CH:5]=[CH:6][CH:7]=2)[CH2:23][CH2:22]1, predict the reactants needed to synthesize it. The reactants are: Br[C:2]1[CH:3]=[C:4]([CH:8]([OH:18])[CH2:9][CH2:10][NH:11][C:12](=[O:17])[C:13]([F:16])([F:15])[F:14])[CH:5]=[CH:6][CH:7]=1.[C:19]([CH:21]1[CH2:23][CH2:22]1)#[CH:20].